Regression. Given two drug SMILES strings and cell line genomic features, predict the synergy score measuring deviation from expected non-interaction effect. From a dataset of NCI-60 drug combinations with 297,098 pairs across 59 cell lines. (1) Drug 1: CC12CCC3C(C1CCC2NC(=O)OCC(F)(F)F)CCC4C3(C=CC(=O)N4C)C. Drug 2: CC1C(C(CC(O1)OC2CC(CC3=C2C(=C4C(=C3O)C(=O)C5=C(C4=O)C(=CC=C5)OC)O)(C(=O)CO)O)N)O. Cell line: HCT116. Synergy scores: CSS=65.7, Synergy_ZIP=5.17, Synergy_Bliss=2.27, Synergy_Loewe=-30.5, Synergy_HSA=4.02. (2) Synergy scores: CSS=12.0, Synergy_ZIP=-5.23, Synergy_Bliss=-7.08, Synergy_Loewe=-9.35, Synergy_HSA=-4.76. Drug 2: C1=NC(=NC(=O)N1C2C(C(C(O2)CO)O)O)N. Drug 1: CC1=C2C(C(=O)C3(C(CC4C(C3C(C(C2(C)C)(CC1OC(=O)C(C(C5=CC=CC=C5)NC(=O)C6=CC=CC=C6)O)O)OC(=O)C7=CC=CC=C7)(CO4)OC(=O)C)O)C)OC(=O)C. Cell line: SK-OV-3. (3) Drug 1: CN(C)C1=NC(=NC(=N1)N(C)C)N(C)C. Drug 2: CC=C1C(=O)NC(C(=O)OC2CC(=O)NC(C(=O)NC(CSSCCC=C2)C(=O)N1)C(C)C)C(C)C. Cell line: OVCAR-8. Synergy scores: CSS=36.1, Synergy_ZIP=4.39, Synergy_Bliss=3.78, Synergy_Loewe=-47.1, Synergy_HSA=-0.141. (4) Drug 1: C1=CC(=CC=C1CC(C(=O)O)N)N(CCCl)CCCl.Cl. Drug 2: C1=CC(=CC=C1C#N)C(C2=CC=C(C=C2)C#N)N3C=NC=N3. Cell line: K-562. Synergy scores: CSS=15.8, Synergy_ZIP=-3.82, Synergy_Bliss=1.20, Synergy_Loewe=-3.22, Synergy_HSA=-3.21. (5) Drug 1: C1=C(C(=O)NC(=O)N1)N(CCCl)CCCl. Drug 2: C(CCl)NC(=O)N(CCCl)N=O. Cell line: CCRF-CEM. Synergy scores: CSS=69.1, Synergy_ZIP=6.11, Synergy_Bliss=6.60, Synergy_Loewe=-4.10, Synergy_HSA=7.74. (6) Drug 1: CCC1=C2CN3C(=CC4=C(C3=O)COC(=O)C4(CC)O)C2=NC5=C1C=C(C=C5)O. Drug 2: COC1=C2C(=CC3=C1OC=C3)C=CC(=O)O2. Cell line: RPMI-8226. Synergy scores: CSS=18.8, Synergy_ZIP=1.70, Synergy_Bliss=3.23, Synergy_Loewe=-26.9, Synergy_HSA=-1.37. (7) Drug 1: CC1=C2C(C(=O)C3(C(CC4C(C3C(C(C2(C)C)(CC1OC(=O)C(C(C5=CC=CC=C5)NC(=O)OC(C)(C)C)O)O)OC(=O)C6=CC=CC=C6)(CO4)OC(=O)C)OC)C)OC. Drug 2: C1C(C(OC1N2C=NC3=C2NC=NCC3O)CO)O. Cell line: U251. Synergy scores: CSS=45.1, Synergy_ZIP=2.39, Synergy_Bliss=2.16, Synergy_Loewe=-6.94, Synergy_HSA=3.56.